Dataset: Full USPTO retrosynthesis dataset with 1.9M reactions from patents (1976-2016). Task: Predict the reactants needed to synthesize the given product. (1) Given the product [CH3:3][O:4][C:5]1[CH:21]=[CH:20][C:8]([CH2:9][N:10]2[C:14]3=[N:15][CH:16]=[CH:17][C:18]([N:46]4[CH2:45][CH2:44][N:43]([C:49]([O:51][C:52]([CH3:55])([CH3:54])[CH3:53])=[O:50])[CH2:48][CH2:47]4)=[C:13]3[CH:12]=[N:11]2)=[CH:7][CH:6]=1, predict the reactants needed to synthesize it. The reactants are: [H-].[Na+].[CH3:3][O:4][C:5]1[CH:21]=[CH:20][C:8]([CH2:9][N:10]2[C:14]3[N:15]=[CH:16][CH:17]=[C:18](O)[C:13]=3[CH:12]=[N:11]2)=[CH:7][CH:6]=1.FC(F)(F)S(N(C1C=CC=CC=1)S(C(F)(F)F)(=O)=O)(=O)=O.[N:43]1([C:49]([O:51][C:52]([CH3:55])([CH3:54])[CH3:53])=[O:50])[CH2:48][CH2:47][NH:46][CH2:45][CH2:44]1.[NH4+].[Cl-]. (2) Given the product [C:1]([O:5][C:6]([N:8]1[CH2:13][CH2:12][N:11]2[C:14]([CH:19]3[CH2:20][CH2:21][N:22]([C:25]([O:27][CH2:28][C:29]4[CH:34]=[CH:33][CH:32]=[CH:31][CH:30]=4)=[O:26])[CH2:23][CH2:24]3)=[C:15]([C:40]#[N:42])[C:16]([C:17]#[N:18])=[C:10]2[CH2:9]1)=[O:7])([CH3:4])([CH3:2])[CH3:3], predict the reactants needed to synthesize it. The reactants are: [C:1]([O:5][C:6]([N:8]1[CH2:13][CH2:12][N:11]2[C:14]([CH:19]3[CH2:24][CH2:23][N:22]([C:25]([O:27][CH2:28][C:29]4[CH:34]=[CH:33][CH:32]=[CH:31][CH:30]=4)=[O:26])[CH2:21][CH2:20]3)=[CH:15][C:16]([C:17]#[N:18])=[C:10]2[CH2:9]1)=[O:7])([CH3:4])([CH3:3])[CH3:2].C(O[C:40]([N:42]1CCN2C(C3CCN(C(OCC4C=CC=CC=4)=O)CC3)=C(C#N)C=C2C1)=O)(C)(C)C. (3) Given the product [C:1]([C:5]1[N:10]=[CH:9][C:8]([C:11]2[N:12]([C:32]([N:38]3[CH2:44][CH2:43][CH2:42][NH:41][C:40]4[CH:45]=[CH:46][CH:47]=[CH:48][C:39]3=4)=[O:33])[C@@:13]([C:25]3[CH:30]=[CH:29][C:28]([Cl:31])=[CH:27][CH:26]=3)([CH3:24])[C@@:14]([C:17]3[CH:22]=[CH:21][C:20]([Cl:23])=[CH:19][CH:18]=3)([CH3:16])[N:15]=2)=[C:7]([O:35][CH2:36][CH3:37])[CH:6]=1)([CH3:4])([CH3:2])[CH3:3], predict the reactants needed to synthesize it. The reactants are: [C:1]([C:5]1[N:10]=[CH:9][C:8]([C:11]2[N:12]([C:32](Cl)=[O:33])[C@@:13]([C:25]3[CH:30]=[CH:29][C:28]([Cl:31])=[CH:27][CH:26]=3)([CH3:24])[C@@:14]([C:17]3[CH:22]=[CH:21][C:20]([Cl:23])=[CH:19][CH:18]=3)([CH3:16])[N:15]=2)=[C:7]([O:35][CH2:36][CH3:37])[CH:6]=1)([CH3:4])([CH3:3])[CH3:2].[NH:38]1[CH2:44][CH2:43][CH2:42][NH:41][C:40]2[CH:45]=[CH:46][CH:47]=[CH:48][C:39]1=2. (4) Given the product [CH3:24][S:12][C:11](=[N:13][C:14]1[C:19]([F:20])=[CH:18][C:17]([F:21])=[CH:16][C:15]=1[F:22])[NH:10][CH2:9][C:8]([N:5]1[CH2:6][CH2:7][CH:2]([CH3:1])[CH2:3][CH2:4]1)=[O:23], predict the reactants needed to synthesize it. The reactants are: [CH3:1][CH:2]1[CH2:7][CH2:6][N:5]([C:8](=[O:23])[CH2:9][NH:10][C:11]([NH:13][C:14]2[C:19]([F:20])=[CH:18][C:17]([F:21])=[CH:16][C:15]=2[F:22])=[S:12])[CH2:4][CH2:3]1.[C:24](=O)([O-])[O-].[K+].[K+]. (5) Given the product [Cl:3][CH2:23][C@@H:22]([N:7]([CH2:5][CH3:6])[C:8](=[O:21])[C:9]1[CH:14]=[C:13]([CH3:15])[CH:12]=[CH:11][C:10]=1[N:16]1[N:20]=[CH:19][CH:18]=[N:17]1)[CH3:25], predict the reactants needed to synthesize it. The reactants are: S(Cl)([Cl:3])=O.[CH2:5]([N:7]([C@@H:22]([CH3:25])[CH2:23]O)[C:8](=[O:21])[C:9]1[CH:14]=[C:13]([CH3:15])[CH:12]=[CH:11][C:10]=1[N:16]1[N:20]=[CH:19][CH:18]=[N:17]1)[CH3:6]. (6) Given the product [Cl:1][C:2]1[CH:11]=[CH:10][C:5]2[NH:6][C:7]([S:9][CH3:15])=[N:8][C:4]=2[C:3]=1[N+:12]([O-:14])=[O:13], predict the reactants needed to synthesize it. The reactants are: [Cl:1][C:2]1[CH:11]=[CH:10][C:5]2[NH:6][C:7]([SH:9])=[N:8][C:4]=2[C:3]=1[N+:12]([O-:14])=[O:13].[C:15](=O)([O-])[O-].[K+].[K+].CI. (7) Given the product [NH2:1][C:2]1[N:6]([C:7]2[CH:16]=[CH:15][C:10]3[NH:11][C:12]([CH3:14])=[N:13][C:9]=3[CH:8]=2)[N:5]=[CH:4][C:3]=1[C:17]([C:19]1[NH:20][C:21]2[C:26]([CH:27]=1)=[CH:25][CH:24]=[C:23]([S:32]([CH3:36])(=[O:34])=[O:31])[CH:22]=2)=[O:18], predict the reactants needed to synthesize it. The reactants are: [NH2:1][C:2]1[N:6]([C:7]2[CH:16]=[CH:15][C:10]3[NH:11][C:12]([CH3:14])=[N:13][C:9]=3[CH:8]=2)[N:5]=[CH:4][C:3]=1[C:17]([C:19]1[N:20](S)[C:21]2[C:26]([CH:27]=1)=[CH:25][CH:24]=[C:23](C)[CH:22]=2)=[O:18].O[O:31][S:32]([O-:34])=O.[K+].[CH2:36](O)C(F)(F)F.